This data is from Full USPTO retrosynthesis dataset with 1.9M reactions from patents (1976-2016). The task is: Predict the reactants needed to synthesize the given product. (1) Given the product [CH2:21]([N:17]1[CH2:16][CH:15]=[C:14]([C:3]2[CH:4]=[CH:5][CH:6]=[C:7]([C:8]3([CH3:13])[O:9][CH2:10][CH2:11][O:12]3)[C:2]=2[F:1])[CH2:19][CH2:18]1)[CH3:22], predict the reactants needed to synthesize it. The reactants are: [F:1][C:2]1[C:7]([C:8]2([CH3:13])[O:12][CH2:11][CH2:10][O:9]2)=[CH:6][CH:5]=[CH:4][C:3]=1[C:14]1[CH:19]=[CH:18][N:17]=[CH:16][CH:15]=1.I[CH2:21][CH3:22]. (2) The reactants are: [NH2:1][C:2]1[CH:22]=[C:21]([F:23])[C:20]([F:24])=[CH:19][C:3]=1[NH:4][C:5]1[S:9][C:8]2[CH:10]=[CH:11][CH:12]=[CH:13][C:7]=2[C:6]=1[C:14](OCC)=O.[CH3:25][N:26]1[CH2:31][CH2:30][NH:29][CH2:28][CH2:27]1.C1(OC)C=CC=CC=1. Given the product [F:24][C:20]1[C:21]([F:23])=[CH:22][C:2]2[N:1]=[C:14]([N:29]3[CH2:30][CH2:31][N:26]([CH3:25])[CH2:27][CH2:28]3)[C:6]3[C:7]4[CH:13]=[CH:12][CH:11]=[CH:10][C:8]=4[S:9][C:5]=3[NH:4][C:3]=2[CH:19]=1, predict the reactants needed to synthesize it. (3) Given the product [Si:1]([O:8][CH2:9][C:10]([C:13]1[CH:18]=[CH:17][N+:16]([O-:19])=[CH:15][CH:14]=1)([F:12])[F:11])([C:4]([CH3:7])([CH3:6])[CH3:5])([CH3:3])[CH3:2], predict the reactants needed to synthesize it. The reactants are: [Si:1]([O:8][CH2:9][C:10]([C:13]1[CH:18]=[CH:17][N:16]=[CH:15][CH:14]=1)([F:12])[F:11])([C:4]([CH3:7])([CH3:6])[CH3:5])([CH3:3])[CH3:2].[OH:19]O.O. (4) Given the product [CH3:1][O:2][C:3](=[O:24])[C@@H:4]([NH:13][C:14](=[O:23])[C:15]1[CH:20]=[C:19]([NH:21][CH2:35][C:25]2[C:34]3[C:29](=[CH:30][CH:31]=[CH:32][CH:33]=3)[CH:28]=[CH:27][CH:26]=2)[CH:18]=[CH:17][C:16]=1[Cl:22])[CH2:5][C:6]1[CH:7]=[CH:8][C:9]([Br:12])=[CH:10][CH:11]=1, predict the reactants needed to synthesize it. The reactants are: [CH3:1][O:2][C:3](=[O:24])[C@@H:4]([NH:13][C:14](=[O:23])[C:15]1[CH:20]=[C:19]([NH2:21])[CH:18]=[CH:17][C:16]=1[Cl:22])[CH2:5][C:6]1[CH:11]=[CH:10][C:9]([Br:12])=[CH:8][CH:7]=1.[C:25]1([CH:35]=O)[C:34]2[C:29](=[CH:30][CH:31]=[CH:32][CH:33]=2)[CH:28]=[CH:27][CH:26]=1.[BH-](OC(C)=O)(OC(C)=O)OC(C)=O.[Na+].C(Cl)Cl.